This data is from Forward reaction prediction with 1.9M reactions from USPTO patents (1976-2016). The task is: Predict the product of the given reaction. The product is: [O:18]1[CH2:19][CH2:20][O:21][CH:17]1[C:15]1[S:14][C:13]([CH3:22])=[C:12]([C@H:9]2[C:10]3[C:5](=[CH:4][CH:3]=[C:2]([Cl:1])[CH:11]=3)[CH2:6][CH2:7][N:8]2[C:28]([O:27][C:24]([CH3:26])([CH3:25])[CH3:23])=[O:29])[CH:16]=1. Given the reactants [Cl:1][C:2]1[CH:11]=[C:10]2[C:5]([CH2:6][CH2:7][NH:8][C@H:9]2[C:12]2[CH:16]=[C:15]([CH:17]3[O:21][CH2:20][CH2:19][O:18]3)[S:14][C:13]=2[CH3:22])=[CH:4][CH:3]=1.[CH3:23][C:24]([O:27][C:28](O[C:28]([O:27][C:24]([CH3:26])([CH3:25])[CH3:23])=[O:29])=[O:29])([CH3:26])[CH3:25], predict the reaction product.